Dataset: Full USPTO retrosynthesis dataset with 1.9M reactions from patents (1976-2016). Task: Predict the reactants needed to synthesize the given product. (1) Given the product [O:11]1[CH2:12][CH2:13][N:8]([C:5]2[CH:6]=[CH:7][C:2]([C:20](=[O:28])[CH2:21][C:22]3[CH:27]=[CH:26][CH:25]=[CH:24][CH:23]=3)=[CH:3][CH:4]=2)[CH2:9][CH2:10]1, predict the reactants needed to synthesize it. The reactants are: Br[C:2]1[CH:7]=[CH:6][C:5]([N:8]2[CH2:13][CH2:12][O:11][CH2:10][CH2:9]2)=[CH:4][CH:3]=1.C1(C2C=CC=CC=2)C=CC([C:20](=[O:28])[CH2:21][C:22]2[CH:27]=[CH:26][CH:25]=[CH:24][CH:23]=2)=CC=1. (2) Given the product [CH:3]1([C:6]([C:8]2[CH:13]=[CH:12][CH:11]=[CH:10][N:9]=2)=[O:16])[CH2:5][CH2:4]1, predict the reactants needed to synthesize it. The reactants are: [Mg].Br[CH:3]1[CH2:5][CH2:4]1.[C:6]([C:8]1[CH:13]=[CH:12][CH:11]=[CH:10][N:9]=1)#N.C([O:16]CC)C. (3) Given the product [CH:22]1[C:30]2[C:29]3[CH:31]=[CH:32][CH:33]=[CH:34][C:28]=3[O:27][C:26]=2[C:25]([C:2]2[N:7]=[C:6]([N:8]([C:15]3[CH:20]=[CH:19][CH:18]=[C:17]([C:55]4[C:56]5[O:57][C:45]6[CH:50]=[CH:49][CH:48]=[CH:47][C:46]=6[C:51]=5[CH:52]=[CH:53][CH:54]=4)[N:16]=3)[C:9]3[CH:14]=[CH:13][CH:12]=[CH:11][CH:10]=3)[CH:5]=[CH:4][CH:3]=2)=[CH:24][CH:23]=1, predict the reactants needed to synthesize it. The reactants are: Br[C:2]1[N:7]=[C:6]([N:8]([C:15]2[CH:20]=[CH:19][CH:18]=[C:17](Br)[N:16]=2)[C:9]2[CH:14]=[CH:13][CH:12]=[CH:11][CH:10]=2)[CH:5]=[CH:4][CH:3]=1.[CH:22]1[C:30]2[C:29]3[CH:31]=[CH:32][CH:33]=[CH:34][C:28]=3[O:27][C:26]=2[C:25](B(O)O)=[CH:24][CH:23]=1.C1(P(C2CCCCC2)[C:45]2[CH:50]=[CH:49][CH:48]=[CH:47][C:46]=2[C:51]2[C:56]([O:57]C)=[CH:55][CH:54]=[CH:53][C:52]=2OC)CCCCC1.O.[O-]P([O-])([O-])=O.[K+].[K+].[K+]. (4) Given the product [CH2:22]([C:20]1[C:19]([C:24]([F:27])([F:25])[F:26])=[CH:18][C:8]2[NH:9][CH2:10][CH2:11][CH2:5][C:6](=[O:28])[C:7]=2[CH:21]=1)[CH3:23], predict the reactants needed to synthesize it. The reactants are: COC([CH:5]1[CH2:11][CH2:10][N:9](C(OC(C)C)=O)[C:8]2[CH:18]=[C:19]([C:24]([F:27])([F:26])[F:25])[C:20]([CH2:22][CH3:23])=[CH:21][C:7]=2[C:6]1=[O:28])=O.[Cl-].[Na+]. (5) Given the product [N:35]1([S:32]([N:6]([CH2:5][C:4]([OH:40])=[O:3])[CH2:7][C:8]2[CH:13]=[CH:12][CH:11]=[C:10]([O:14][CH2:15][C:16]3[N:17]=[C:18]([C:22]4[CH:27]=[CH:26][C:25]([C:28]([F:30])([F:29])[F:31])=[CH:24][CH:23]=4)[O:19][C:20]=3[CH3:21])[CH:9]=2)(=[O:33])=[O:34])[CH2:39][CH2:38][CH2:37][CH2:36]1, predict the reactants needed to synthesize it. The reactants are: C([O:3][C:4](=[O:40])[CH2:5][N:6]([S:32]([N:35]1[CH2:39][CH2:38][CH2:37][CH2:36]1)(=[O:34])=[O:33])[CH2:7][C:8]1[CH:13]=[CH:12][CH:11]=[C:10]([O:14][CH2:15][C:16]2[N:17]=[C:18]([C:22]3[CH:27]=[CH:26][C:25]([C:28]([F:31])([F:30])[F:29])=[CH:24][CH:23]=3)[O:19][C:20]=2[CH3:21])[CH:9]=1)C.O.[OH-].[Li+]. (6) Given the product [Cl:23][C:20]1[C:21]([NH:29][C:28]2[CH:30]=[CH:31][CH:32]=[C:26]([Cl:25])[CH:27]=2)=[C:16]([C:14]([N:11]2[CH2:12][CH2:13][CH:8]([C:5]3[CH:4]=[CH:3][C:2]([F:1])=[CH:7][CH:6]=3)[CH2:9][CH2:10]2)=[O:15])[CH:17]=[N:18][C:19]=1[Cl:24], predict the reactants needed to synthesize it. The reactants are: [F:1][C:2]1[CH:7]=[CH:6][C:5]([CH:8]2[CH2:13][CH2:12][N:11]([C:14]([C:16]3[CH:17]=[N:18][C:19]([Cl:24])=[C:20]([Cl:23])[C:21]=3Cl)=[O:15])[CH2:10][CH2:9]2)=[CH:4][CH:3]=1.[Cl:25][C:26]1[CH:27]=[C:28]([CH:30]=[CH:31][CH:32]=1)[NH2:29].